Dataset: Forward reaction prediction with 1.9M reactions from USPTO patents (1976-2016). Task: Predict the product of the given reaction. (1) Given the reactants [C:1]1([NH2:8])[CH:6]=[CH:5][CH:4]=[C:3]([NH2:7])[CH:2]=1.[C:9]([O:13][C:14](O[C:14]([O:13][C:9]([CH3:12])([CH3:11])[CH3:10])=[O:15])=[O:15])([CH3:12])([CH3:11])[CH3:10], predict the reaction product. The product is: [NH2:7][C:3]1[CH:2]=[C:1]([NH:8][C:14](=[O:15])[O:13][C:9]([CH3:12])([CH3:11])[CH3:10])[CH:6]=[CH:5][CH:4]=1. (2) Given the reactants C[O:2][C:3]1[CH:4]=[C:5]([C:9]2[C:16]([C:17]3[CH:22]=[CH:21][N:20]=[CH:19][CH:18]=3)=[C:12]3[S:13][CH:14]=[CH:15][N:11]3[N:10]=2)[CH:6]=[CH:7][CH:8]=1.B(Br)(Br)Br.C([O-])(O)=O.[Na+], predict the reaction product. The product is: [N:20]1[CH:19]=[CH:18][C:17]([C:16]2[C:9]([C:5]3[CH:4]=[C:3]([OH:2])[CH:8]=[CH:7][CH:6]=3)=[N:10][N:11]3[CH:15]=[CH:14][S:13][C:12]=23)=[CH:22][CH:21]=1. (3) The product is: [CH3:17][C:15]([O:18][C:19]([N:21]([C:36]([O:38][C:39]([CH3:40])([CH3:42])[CH3:41])=[O:37])[C:22]1[C:23]([C:24]([O:26][CH2:27][CH3:28])=[O:25])=[CH:29][C:30]([Cl:35])=[C:31]([CH2:33][N:11]2[CH2:12][CH2:13][N:8]([C:6]([O:5][C:1]([CH3:4])([CH3:2])[CH3:3])=[O:7])[CH2:9][CH2:10]2)[CH:32]=1)=[O:20])([CH3:14])[CH3:16]. Given the reactants [C:1]([O:5][C:6]([N:8]1[CH2:13][CH2:12][NH:11][CH2:10][CH2:9]1)=[O:7])([CH3:4])([CH3:3])[CH3:2].[CH3:14][C:15]([O:18][C:19]([N:21]([C:36]([O:38][C:39]([CH3:42])([CH3:41])[CH3:40])=[O:37])[C:22]1[CH:32]=[C:31]([CH2:33]Br)[C:30]([Cl:35])=[CH:29][C:23]=1[C:24]([O:26][CH2:27][CH3:28])=[O:25])=[O:20])([CH3:17])[CH3:16].O.C(OCC)(=O)C, predict the reaction product. (4) Given the reactants [Cl:1][C:2]1[N:7]=[C:6]([CH3:8])[C:5]2[CH:9]=[N:10][NH:11][C:4]=2[CH:3]=1.[OH-].[K+].[I:14]I.S([O-])([O-])(=O)=S.[Na+].[Na+], predict the reaction product. The product is: [Cl:1][C:2]1[N:7]=[C:6]([CH3:8])[C:5]2[C:9]([I:14])=[N:10][NH:11][C:4]=2[CH:3]=1.